From a dataset of Full USPTO retrosynthesis dataset with 1.9M reactions from patents (1976-2016). Predict the reactants needed to synthesize the given product. (1) Given the product [CH3:23][C:24]1[CH:25]=[C:26]([S:30][C:2]2[CH:7]=[CH:6][C:5]([S:8]([NH:11][C@@H:12]([C:16]([O:18][C:19]([CH3:22])([CH3:21])[CH3:20])=[O:17])[CH:13]([CH3:15])[CH3:14])(=[O:10])=[O:9])=[CH:4][CH:3]=2)[CH:27]=[CH:28][CH:29]=1, predict the reactants needed to synthesize it. The reactants are: F[C:2]1[CH:7]=[CH:6][C:5]([S:8]([NH:11][C@@H:12]([C:16]([O:18][C:19]([CH3:22])([CH3:21])[CH3:20])=[O:17])[CH:13]([CH3:15])[CH3:14])(=[O:10])=[O:9])=[CH:4][CH:3]=1.[CH3:23][C:24]1[CH:29]=[CH:28][CH:27]=[C:26]([SH:30])[CH:25]=1.C([O-])([O-])=O.[K+].[K+]. (2) Given the product [F:22][C:23]1[CH:24]=[CH:25][C:26]([N:32]2[N:36]=[CH:35][CH:34]=[N:33]2)=[C:27]([C:28]([N:7]2[CH2:6][CH:5]3[CH2:1][N:2]([C:9]4[CH:14]=[C:13]([C:15]([F:18])([F:17])[F:16])[N:12]=[C:11]([N:19]([CH3:21])[CH3:20])[N:10]=4)[CH2:3][CH:4]3[CH2:8]2)=[O:29])[CH:31]=1, predict the reactants needed to synthesize it. The reactants are: [CH2:1]1[CH:5]2[CH2:6][NH:7][CH2:8][CH:4]2[CH2:3][N:2]1[C:9]1[CH:14]=[C:13]([C:15]([F:18])([F:17])[F:16])[N:12]=[C:11]([N:19]([CH3:21])[CH3:20])[N:10]=1.[F:22][C:23]1[CH:24]=[CH:25][C:26]([N:32]2[N:36]=[CH:35][CH:34]=[N:33]2)=[C:27]([CH:31]=1)[C:28](O)=[O:29]. (3) Given the product [ClH:1].[ClH:29].[Cl:29][C:30]1[CH:35]=[C:34]([C:2]2[N:3]=[C:4]3[C:9](=[CH:10][CH:11]=2)[N:8]=[CH:7][C:6]([C:12](=[O:14])[CH3:13])=[C:5]3[NH:15][C:16]2[CH:21]=[CH:20][CH:19]=[C:18]([CH2:22][CH2:23][N:24]3[CH2:28][CH2:27][CH2:26][CH2:25]3)[CH:17]=2)[CH:33]=[C:32]([F:45])[C:31]=1[OH:46], predict the reactants needed to synthesize it. The reactants are: [Cl:1][C:2]1[N:3]=[C:4]2[C:9](=[CH:10][CH:11]=1)[N:8]=[CH:7][C:6]([C:12](=[O:14])[CH3:13])=[C:5]2[NH:15][C:16]1[CH:21]=[CH:20][CH:19]=[C:18]([CH2:22][CH2:23][N:24]2[CH2:28][CH2:27][CH2:26][CH2:25]2)[CH:17]=1.[Cl:29][C:30]1[CH:35]=[C:34](B2OC(C)(C)C(C)(C)O2)[CH:33]=[C:32]([F:45])[C:31]=1[OH:46].C1(N)C(F)=C(F)C(F)=C(N)C=1F.Cl.Cl.